This data is from Experimentally validated miRNA-target interactions with 360,000+ pairs, plus equal number of negative samples. The task is: Binary Classification. Given a miRNA mature sequence and a target amino acid sequence, predict their likelihood of interaction. (1) The miRNA is mmu-miR-149-5p with sequence UCUGGCUCCGUGUCUUCACUCCC. The protein sequence of the target gene is MDLRDWLFLCYGLIAFLTEVIDSTTCPSVCRCDNGFIYCNDRGLTSIPSDIPDDATTLYLQNNQINNAGIPQDLKTKVKVQVIYLYENDLDEFPINLPRSLRELHLQDNNVRTIARDSLARIPLLEKLHLDDNSVSTVSIEEDAFADSKQLKLLFLSRNHLSSIPSGLPHTLEELRLDDNRISTIPLHAFKGLNSLRRLVLDGNLLANQRIADDTFSRLQNLTELSLVRNSLAAPPLNLPSAHLQKLYLQDNAISHIPYNTLAKMRELERLDLSNNNLTTLPRGLFDDLGNLAQLLLRNN.... Result: 1 (interaction). (2) The miRNA is hsa-miR-4640-3p with sequence CACCCCCUGUUUCCUGGCCCAC. The protein sequence of the target gene is MERLLAQLCGSSAAWPLPLWEGDTTGHCFTQLVLSALPHALLAVLSACYLGTPRSPDYILPCSPGWRLRLAASFLLSVFPLLDLLPVALPPGAGPGPIGLEVLAGCVAAVAWISHSLALWVLAHSPHGHSRGPLALALVALLPAPALVLTVLWHCQRGTLLPPLLPGPMARLCLLILQLAALLAYALGWAAPGGPREPWAQEPLLPEDQEPEVAEDGESWLSRFSYAWLAPLLARGACGELRQPQDICRLPHRLQPTYLARVFQAHWQEGARLWRALYGAFGRCYLALGLLKLVGTMLGF.... Result: 0 (no interaction). (3) The miRNA is mmu-miR-24-1-5p with sequence GUGCCUACUGAGCUGAUAUCAGU. The protein sequence of the target gene is MREIVHLQAGQCGNQIGAKFWEVISDEHGIDPTGTYHGDSDLQLERINVYYNEATGGKYVPRAVLVDLEPGTMDSVRSGPFGQIFRPDNFVFGQSGAGNNWAKGHYTEGAELVDSVLDVVRKEAESCDCLQGFQLTHSLGGGTGSGMGTLLISKIREEYPDRIMNTFSVVPSPKVSDTVVEPYNATLSVHQLVENTDETYCIDNEALYDICFRTLKLTTPTYGDLNHLVSATMSGVTTCLRFPGQLNADLRKLAVNMVPFPRLHFFMPGFAPLTSRGSQQYRALTVPELTQQMFDAKNMM.... Result: 0 (no interaction). (4) The miRNA is hsa-miR-150-5p with sequence UCUCCCAACCCUUGUACCAGUG. The protein sequence of the target gene is MSYGEIEGKFLGPREEVTSEPRCKKLKSTTESYVFHNHSNADFHRIQEKTGNDWVPVTIIDVRGHSYLQENKIKTTDLHRPLHDEMPGNRPDVIESIDSQVLQEARPPLVSADDEIYSTSKAFIGPIYKPPEKKKRNEGRNEAHVLNGINDRGGQKEKQKFNSEKSEIDNELFQFYKEIEELEKEKDGFENSCKESEPSQEQFVPFYEGHNNGLLKPDEEKKDLSNKAMPSHCDYQQNLGNEPDKYPCNGQVIPTFCDTSFTSFRPEWQSVYPFIVPYGPPLPSLNYHLNIQRFSGPPNP.... Result: 1 (interaction). (5) The protein sequence of the target gene is MSASSSGGSPRFPSCGKNGVTSLTQKKVLRAPCGAPSVTVTKSHKRGMKGDTVNVRRSVRVKTKVPWMPPGKSSARPVGCKWENPPHCLEITPPSSEKLVSVMRLSDLSTEDDDSGHCKMNRYDKKIDSLMNAVGCLKSEVKMQKGERQMAKRFLEERKEELEEVAHELAETEHENTVLRHNIERMKEEKDFTILQKKHLQQEKECLMSKLVEAEMDGAAAAKQVMALKDTIGKLKTEKQMTCTDINTLTRQKELLLQKLSTFEETNRTLRDLLREQHCKEDSERLMEQQGALLKRLAEA.... The miRNA is hsa-miR-381-3p with sequence UAUACAAGGGCAAGCUCUCUGU. Result: 0 (no interaction). (6) The miRNA is dme-miR-5-5p with sequence AAAGGAACGAUCGUUGUGAUAUG. The protein sequence of the target gene is MTTAILERLSTLSMSGQQLRRLPKILEEGLPKMPCTVPETDVPQLFREPYIHAGYRPTGHEWRYYFFSLFQKHNEVVNVWTHLLAALAVLLRFWAFVEAGALQWASPHTLPLLLFILSSITYLTCSLLAHLLQSKSELSHYTFYFVDYVGVSVYQYGSALAHFFYSSDQAWYELFWIFFLPAAAFCGWLSCAGCCYAKYRYRRPYPVMRKICQVVPAGLAFVLDISPVAHRVALCHLAGCQEQAAWYHTLQILFFLVSAYFFSCPVPEKYFPGSCDIVGHGHQIFHAFLSVCTLSQLEAI.... Result: 0 (no interaction).